The task is: Predict the product of the given reaction.. This data is from Forward reaction prediction with 1.9M reactions from USPTO patents (1976-2016). (1) Given the reactants [Cl:1][C:2]1[CH:3]=[C:4]([CH:8]=[CH:9][C:10]=1[CH:11]([CH3:25])[C:12]([C:18]1[CH:23]=[CH:22][N:21]=[C:20]([Cl:24])[CH:19]=1)([OH:17])[C:13]([F:16])([F:15])[F:14])[C:5](O)=[O:6].[CH3:26][O:27][C:28](=[O:36])[C:29]1[CH:34]=[CH:33][CH:32]=[C:31]([NH2:35])[CH:30]=1.CN(C(ON1N=NC2C=CC=CC1=2)=[N+](C)C)C.F[P-](F)(F)(F)(F)F, predict the reaction product. The product is: [CH3:26][O:27][C:28](=[O:36])[C:29]1[CH:34]=[CH:33][CH:32]=[C:31]([NH:35][C:5](=[O:6])[C:4]2[CH:8]=[CH:9][C:10]([CH:11]([CH3:25])[C:12]([C:18]3[CH:23]=[CH:22][N:21]=[C:20]([Cl:24])[CH:19]=3)([OH:17])[C:13]([F:16])([F:14])[F:15])=[C:2]([Cl:1])[CH:3]=2)[CH:30]=1. (2) Given the reactants [H-].[Na+].C(P([CH2:8][C:9]([O:11][CH2:12][CH3:13])=[O:10])CC)C.[H][H].[CH2:16]([C@H:19]1[CH2:24][CH2:23][C@H:22]([C@H:25]2[CH2:30][CH2:29][C@H:28]([CH:31]=O)[CH2:27][CH2:26]2)[CH2:21][CH2:20]1)[CH2:17][CH3:18], predict the reaction product. The product is: [CH2:16]([C@H:19]1[CH2:24][CH2:23][C@H:22]([C@H:25]2[CH2:26][CH2:27][C@H:28]([CH:31]=[CH:8][C:9]([O:11][CH2:12][CH3:13])=[O:10])[CH2:29][CH2:30]2)[CH2:21][CH2:20]1)[CH2:17][CH3:18]. (3) Given the reactants [CH3:1][O:2][C:3]1[CH:4]=[C:5]([CH:11]2[CH:16]([N+:17]([O-])=O)[CH2:15][CH2:14][CH:13]([O:20][C:21](=[O:23])[CH3:22])[CH2:12]2)[CH:6]=[CH:7][C:8]=1[O:9][CH3:10].O, predict the reaction product. The product is: [NH2:17][CH:16]1[CH2:15][CH2:14][CH:13]([O:20][C:21](=[O:23])[CH3:22])[CH2:12][CH:11]1[C:5]1[CH:6]=[CH:7][C:8]([O:9][CH3:10])=[C:3]([O:2][CH3:1])[CH:4]=1. (4) Given the reactants [F:1][CH:2]([F:29])[O:3][C:4]1[CH:9]=[CH:8][C:7]([CH:10]2[CH2:15][N:14]([C:16]([N:18]3[CH2:23][CH2:22][S:21](=[O:24])[CH2:20][CH2:19]3)=[O:17])[CH2:13][CH:12]([C:25]([O:27]C)=[O:26])[CH2:11]2)=[CH:6][CH:5]=1.CC(C)([O-])C.[K+], predict the reaction product. The product is: [F:29][CH:2]([F:1])[O:3][C:4]1[CH:5]=[CH:6][C:7]([CH:10]2[CH2:15][N:14]([C:16]([N:18]3[CH2:23][CH2:22][S:21](=[O:24])[CH2:20][CH2:19]3)=[O:17])[CH2:13][CH:12]([C:25]([OH:27])=[O:26])[CH2:11]2)=[CH:8][CH:9]=1. (5) The product is: [CH3:13][CH:14]1[CH2:19][CH2:18][CH2:17][CH2:16][N:15]1[CH2:20][CH2:21][CH2:22][NH:23][CH2:11][C:2]1[CH:3]=[CH:4][C:5]2[C:10](=[CH:9][CH:8]=[CH:7][CH:6]=2)[CH:1]=1. Given the reactants [CH:1]1[C:10]2[C:5](=[CH:6][CH:7]=[CH:8][CH:9]=2)[CH:4]=[CH:3][C:2]=1[CH:11]=O.[CH3:13][CH:14]1[CH2:19][CH2:18][CH2:17][CH2:16][N:15]1[CH2:20][CH2:21][CH2:22][NH2:23].CO.[BH4-].[Na+], predict the reaction product. (6) The product is: [CH2:29]([O:28][C:5]1[CH:4]=[CH:3][C:2]2[C:16]3[C:11](=[C:12]([F:26])[C:13]([O:18][CH2:19][C:20]4[CH:25]=[CH:24][CH:23]=[CH:22][CH:21]=4)=[CH:14][CH:15]=3)[O:10][C:8](=[O:9])[C:7]=2[C:6]=1[F:27])[CH3:30]. Given the reactants Br[C:2]1[C:7]([C:8]([O:10][C:11]2[C:16](Br)=[CH:15][CH:14]=[C:13]([O:18][CH2:19][C:20]3[CH:25]=[CH:24][CH:23]=[CH:22][CH:21]=3)[C:12]=2[F:26])=[O:9])=[C:6]([F:27])[C:5]([O:28][CH2:29][CH3:30])=[CH:4][CH:3]=1, predict the reaction product. (7) Given the reactants [Cl:1][C:2]1[C:6]2[CH:7]=[CH:8][CH:9]=[CH:10][C:5]=2[S:4][C:3]=1[C:11]([OH:13])=O.CN(C(ON1N=[N:29][C:24]2[CH:25]=[CH:26][CH:27]=[N:28][C:23]1=2)=[N+](C)C)C.F[P-](F)(F)(F)(F)F.[CH:38](N(CC)C(C)C)(C)[CH3:39], predict the reaction product. The product is: [ClH:1].[N:28]12[CH2:27][CH2:26][CH:25]([CH2:38][CH2:39]1)[C@H:24]([NH:29][C:11]([C:3]1[S:4][C:5]3[CH:10]=[CH:9][CH:8]=[CH:7][C:6]=3[C:2]=1[Cl:1])=[O:13])[CH2:23]2. (8) Given the reactants [CH2:1]([C:3]1[CH:4]=[C:5]([C:9]2[N:14]=[CH:13][C:12]3[CH:15]=[N:16][N:17](COCC[Si](C)(C)C)[C:11]=3[CH:10]=2)[CH:6]=[N:7][CH:8]=1)[CH3:2].C1(OC)C=CC=CC=1.O1CCOCC1, predict the reaction product. The product is: [CH2:1]([C:3]1[CH:4]=[C:5]([C:9]2[N:14]=[CH:13][C:12]3[CH:15]=[N:16][NH:17][C:11]=3[CH:10]=2)[CH:6]=[N:7][CH:8]=1)[CH3:2].